From a dataset of Forward reaction prediction with 1.9M reactions from USPTO patents (1976-2016). Predict the product of the given reaction. (1) Given the reactants [CH3:1][C:2]1O[CH:7]=[CH:6][C:4](=[O:5])[C:3]=1[OH:9].[NH2:10][N:11]1[CH2:16][CH2:15][CH2:14][CH2:13][CH2:12]1, predict the reaction product. The product is: [N:11]1([N:10]2[CH:7]=[CH:6][C:4](=[O:5])[C:3]([OH:9])=[C:2]2[CH3:1])[CH2:16][CH2:15][CH2:14][CH2:13][CH2:12]1. (2) Given the reactants [N:1]1[C:10]2[C:5](=[CH:6][CH:7]=[CH:8][CH:9]=2)[CH:4]=[C:3](/[CH:11]=[CH:12]/[CH:13]=[O:14])[CH:2]=1.[BH4-].[Na+], predict the reaction product. The product is: [N:1]1[C:10]2[C:5](=[CH:6][CH:7]=[CH:8][CH:9]=2)[CH:4]=[C:3](/[CH:11]=[CH:12]/[CH2:13][OH:14])[CH:2]=1. (3) The product is: [Br:1][C:2]1[CH:3]=[CH:4][C:5]([CH:8]2[CH:13]([CH2:14][O:15][C:30]([C:24]3[CH:29]=[CH:28][CH:27]=[CH:26][CH:25]=3)([C:38]3[CH:39]=[CH:40][CH:41]=[CH:42][CH:43]=3)[C:32]3[CH:33]=[CH:34][CH:35]=[CH:36][CH:37]=3)[CH2:12][N:11]([C:16]([O:18][C:19]([CH3:20])([CH3:22])[CH3:21])=[O:17])[CH2:10][CH:9]2[OH:23])=[CH:6][CH:7]=1. Given the reactants [Br:1][C:2]1[CH:7]=[CH:6][C:5]([CH:8]2[CH:13]([CH2:14][OH:15])[CH2:12][N:11]([C:16]([O:18][C:19]([CH3:22])([CH3:21])[CH3:20])=[O:17])[CH2:10][CH:9]2[OH:23])=[CH:4][CH:3]=1.[C:24]1([C:30]([C:38]2[CH:43]=[CH:42][CH:41]=[CH:40][CH:39]=2)([C:32]2[CH:37]=[CH:36][CH:35]=[CH:34][CH:33]=2)Cl)[CH:29]=[CH:28][CH:27]=[CH:26][CH:25]=1.C(N(CC)CC)C, predict the reaction product. (4) Given the reactants [CH2:1]([O:3][C:4](=[O:12])[C:5]1[CH:10]=[CH:9][C:8](Br)=[CH:7][CH:6]=1)[CH3:2].[OH:13][C:14]1[CH:19]=[CH:18][CH:17]=[CH:16][N:15]=1.C(=O)([O-])[O-].[K+].[K+], predict the reaction product. The product is: [O:13]=[C:14]1[CH:19]=[CH:18][CH:17]=[CH:16][N:15]1[C:8]1[CH:9]=[CH:10][C:5]([C:4]([O:3][CH2:1][CH3:2])=[O:12])=[CH:6][CH:7]=1.